This data is from Peptide-MHC class II binding affinity with 134,281 pairs from IEDB. The task is: Regression. Given a peptide amino acid sequence and an MHC pseudo amino acid sequence, predict their binding affinity value. This is MHC class II binding data. (1) The peptide sequence is LASVAMCRTPFSLAEHHHHHH. The MHC is DRB3_0301 with pseudo-sequence DRB3_0301. The binding affinity (normalized) is 0.467. (2) The MHC is DRB1_1201 with pseudo-sequence DRB1_1201. The peptide sequence is AVLVATNFFGINTIP. The binding affinity (normalized) is 0.340. (3) The MHC is DRB1_0405 with pseudo-sequence DRB1_0405. The binding affinity (normalized) is 0.467. The peptide sequence is KDDIFYYVYGLLHDP. (4) The peptide sequence is SPTRAGRPSVLVTLP. The MHC is H-2-IAd with pseudo-sequence H-2-IAd. The binding affinity (normalized) is 0.586.